This data is from Reaction yield outcomes from USPTO patents with 853,638 reactions. The task is: Predict the reaction yield, written as a fraction of the theoretical maximum amount of product (1.0 means a 100% yield; for example, 0.34 means a 34% yield). The reactants are Br[C:2]1[CH:3]=[CH:4][C:5]([N+:8]([O-:10])=[O:9])=[N:6][CH:7]=1.[C:11]([O:15][C:16]([N:18]1[CH:23]2[CH2:24][CH2:25][CH:19]1[C:20](=[O:26])[NH:21][CH2:22]2)=[O:17])([CH3:14])([CH3:13])[CH3:12]. No catalyst specified. The product is [C:11]([O:15][C:16]([N:18]1[CH:23]2[CH2:24][CH2:25][CH:19]1[C:20](=[O:26])[N:21]([C:2]1[CH:7]=[N:6][C:5]([N+:8]([O-:10])=[O:9])=[CH:4][CH:3]=1)[CH2:22]2)=[O:17])([CH3:14])([CH3:12])[CH3:13]. The yield is 0.810.